Predict the product of the given reaction. From a dataset of Forward reaction prediction with 1.9M reactions from USPTO patents (1976-2016). (1) Given the reactants Br[CH2:2][CH2:3][C:4]1([CH2:9][CH2:10]Br)[O:8][CH2:7][CH2:6][O:5]1.[NH:12]1[C:20]2[C:15](=[N:16][CH:17]=[CH:18][CH:19]=2)[C:14]([NH2:21])=[CH:13]1, predict the reaction product. The product is: [NH:12]1[C:20]2[C:15](=[N:16][CH:17]=[CH:18][CH:19]=2)[C:14]([N:21]2[CH2:10][CH2:9][C:4]3([O:8][CH2:7][CH2:6][O:5]3)[CH2:3][CH2:2]2)=[CH:13]1. (2) Given the reactants C(OC(=O)[NH:7][C:8]1[C@:9]([CH3:38])([C:34]([F:37])([F:36])[F:35])[O:10][CH2:11][C@:12]([C:15]2[CH:20]=[C:19]([NH:21][C:22]([C:24]3[C:29]([CH3:30])=[CH:28][C:27]([C:31]#[N:32])=[CH:26][N:25]=3)=[O:23])[CH:18]=[CH:17][C:16]=2[F:33])([CH3:14])[N:13]=1)(C)(C)C.C(O)(C(F)(F)F)=O.C([O-])([O-])=O.[K+].[K+], predict the reaction product. The product is: [NH2:7][C:8]1[C@:9]([CH3:38])([C:34]([F:35])([F:37])[F:36])[O:10][CH2:11][C@:12]([C:15]2[CH:20]=[C:19]([NH:21][C:22]([C:24]3[C:29]([CH3:30])=[CH:28][C:27]([C:31]#[N:32])=[CH:26][N:25]=3)=[O:23])[CH:18]=[CH:17][C:16]=2[F:33])([CH3:14])[N:13]=1. (3) Given the reactants [F:1][C:2]1[CH:10]=[CH:9][CH:8]=[C:7]2[C:3]=1[C:4]([C:11]([O:13]C)=[O:12])=[CH:5][NH:6]2.Cl[CH2:16][C:17]1[CH:26]=[CH:25][C:20]([C:21]([NH:23][CH3:24])=[O:22])=[CH:19][CH:18]=1, predict the reaction product. The product is: [F:1][C:2]1[CH:10]=[CH:9][CH:8]=[C:7]2[C:3]=1[C:4]([C:11]([OH:13])=[O:12])=[CH:5][N:6]2[CH2:16][C:17]1[CH:18]=[CH:19][C:20]([C:21](=[O:22])[NH:23][CH3:24])=[CH:25][CH:26]=1. (4) The product is: [CH3:32][O:31][C:19]1[CH:20]=[C:21]([N:24]2[CH2:25][CH2:26][N:27]([CH3:30])[CH2:28][CH2:29]2)[CH:22]=[CH:23][C:18]=1[NH:17][C:13]1[N:12]=[C:11]([C:9]2[N:8]([CH2:33][CH3:36])[CH:7]=[C:6]([C:4]([OH:3])=[O:5])[CH:10]=2)[CH:16]=[CH:15][N:14]=1. Given the reactants C([O:3][C:4]([C:6]1[CH:10]=[C:9]([C:11]2[CH:16]=[CH:15][N:14]=[C:13]([NH:17][C:18]3[CH:23]=[CH:22][C:21]([N:24]4[CH2:29][CH2:28][N:27]([CH3:30])[CH2:26][CH2:25]4)=[CH:20][C:19]=3[O:31][CH3:32])[N:12]=2)[N:8]([CH3:33])[CH:7]=1)=[O:5])C.[OH-].[K+].[CH2:36](O)C, predict the reaction product. (5) The product is: [CH3:11][O:10][C:7]1[C:8]([O:22][CH3:21])=[CH:9][C:2]([C:12]#[N:13])=[C:3]([CH:4]=[O:5])[CH:6]=1. Given the reactants Br[C:2]1[CH:9]=[CH:8][C:7]([O:10][CH3:11])=[CH:6][C:3]=1[CH:4]=[O:5].[C:12]([Cu])#[N:13].O.CN1[C:21](=[O:22])CCC1, predict the reaction product. (6) Given the reactants Br[CH2:2][CH2:3][O:4][C:5]1[C:10]([O:11][CH2:12][CH2:13][CH:14]([C:16]2[CH:21]=[CH:20][C:19]([F:22])=[CH:18][CH:17]=2)[CH3:15])=[C:9]([O:23][CH3:24])[C:8]([Cl:25])=[C:7]([CH3:26])[C:6]=1[C:27](=[O:29])[CH3:28].Cl.[F:31][CH:32]1[CH2:37][CH2:36][NH:35][CH2:34][CH2:33]1, predict the reaction product. The product is: [Cl:25][C:8]1[C:7]([CH3:26])=[C:6]([C:27](=[O:29])[CH3:28])[C:5]([O:4][CH2:3][CH2:2][N:35]2[CH2:36][CH2:37][CH:32]([F:31])[CH2:33][CH2:34]2)=[C:10]([O:11][CH2:12][CH2:13][CH:14]([C:16]2[CH:21]=[CH:20][C:19]([F:22])=[CH:18][CH:17]=2)[CH3:15])[C:9]=1[O:23][CH3:24]. (7) Given the reactants Br[C:2]1[CH:3]=[C:4]2[N:10]([C:11]3[C:20]4[C:15](=[CH:16][C:17]([F:21])=[CH:18][CH:19]=4)[N:14]=[C:13]([C:22]4[CH:27]=[CH:26][CH:25]=[CH:24][N:23]=4)[C:12]=3[CH3:28])[CH2:9][C:8]3([CH2:33][CH2:32][O:31][CH2:30][CH2:29]3)[C:5]2=[N:6][CH:7]=1.[NH:34]1[CH2:39][CH2:38][O:37][CH2:36][CH2:35]1.CC(C)([O-])C.[Na+].CC(C1C=C(C(C)C)C(C2C=CC=CC=2P(C2CCCCC2)C2CCCCC2)=C(C(C)C)C=1)C, predict the reaction product. The product is: [F:21][C:17]1[CH:16]=[C:15]2[C:20]([C:11]([N:10]3[C:4]4[C:5](=[N:6][CH:7]=[C:2]([N:34]5[CH2:39][CH2:38][O:37][CH2:36][CH2:35]5)[CH:3]=4)[C:8]4([CH2:33][CH2:32][O:31][CH2:30][CH2:29]4)[CH2:9]3)=[C:12]([CH3:28])[C:13]([C:22]3[CH:27]=[CH:26][CH:25]=[CH:24][N:23]=3)=[N:14]2)=[CH:19][CH:18]=1. (8) The product is: [CH2:3]([C:2]1[N:1]=[C:12]([C@H:14]2[CH2:18][CH2:17][C@H:16]([NH:19][C:20](=[O:26])[O:21][C:22]([CH3:25])([CH3:24])[CH3:23])[CH2:15]2)[O:11][N:10]=1)[C:4]1[CH:9]=[CH:8][CH:7]=[CH:6][CH:5]=1. Given the reactants [NH2:1]/[C:2](=[N:10]\[O:11][C:12]([C@H:14]1[CH2:18][CH2:17][C@H:16]([NH:19][C:20](=[O:26])[O:21][C:22]([CH3:25])([CH3:24])[CH3:23])[CH2:15]1)=O)/[CH2:3][C:4]1[CH:9]=[CH:8][CH:7]=[CH:6][CH:5]=1.C(=O)([O-])[O-].[Na+].[Na+], predict the reaction product. (9) Given the reactants [Cl:1][C:2]1[C:3]([CH:8]2[CH2:11][N:10](C(OC(C)(C)C)=O)[CH2:9]2)=[N:4][CH:5]=[CH:6][N:7]=1.Cl, predict the reaction product. The product is: [ClH:1].[NH:10]1[CH2:11][CH:8]([C:3]2[C:2]([Cl:1])=[N:7][CH:6]=[CH:5][N:4]=2)[CH2:9]1. (10) Given the reactants C(OC([N:8]1[CH2:17][CH2:16][C:15]2[NH:14][N:13]=[C:12]([C:18]3[CH:23]=[CH:22][C:21]([Cl:24])=[CH:20][CH:19]=3)[C:11]=2[CH2:10][CH2:9]1)=O)(C)(C)C.[F:25][C:26]1[CH:33]=[CH:32][CH:31]=[C:30]([F:34])[C:27]=1[CH2:28]Cl.C(OC(N1CCC2C(=C(C3C=CC(Cl)=CC=3)N(CC3C(F)=CC=CC=3F)N=2)CC1)=O)(C)(C)C, predict the reaction product. The product is: [Cl:24][C:21]1[CH:20]=[CH:19][C:18]([C:12]2[C:11]3[CH2:10][CH2:9][NH:8][CH2:17][CH2:16][C:15]=3[N:14]([CH2:28][C:27]3[C:26]([F:25])=[CH:33][CH:32]=[CH:31][C:30]=3[F:34])[N:13]=2)=[CH:23][CH:22]=1.